From a dataset of Blood-brain barrier permeability classification from the B3DB database. Regression/Classification. Given a drug SMILES string, predict its absorption, distribution, metabolism, or excretion properties. Task type varies by dataset: regression for continuous measurements (e.g., permeability, clearance, half-life) or binary classification for categorical outcomes (e.g., BBB penetration, CYP inhibition). Dataset: b3db_classification. The molecule is CC(C)C[C@@H](N(C)C)C1(c2ccc(Cl)cc2)CCC1. The result is 1 (penetrates BBB).